This data is from Full USPTO retrosynthesis dataset with 1.9M reactions from patents (1976-2016). The task is: Predict the reactants needed to synthesize the given product. (1) Given the product [OH:4][CH:5]([CH2:10][CH2:11][CH2:12][CH2:13][CH2:14][CH2:15][CH2:16][CH2:17][CH2:18][CH2:19][CH3:20])[CH2:6][C:7]([NH:36][CH2:35][C:34]([OH:37])=[O:33])=[O:9], predict the reactants needed to synthesize it. The reactants are: C([O:4][CH:5]([CH2:10][CH2:11][CH2:12][CH2:13][CH2:14][CH2:15][CH2:16][CH2:17][CH2:18][CH2:19][CH3:20])[CH2:6][C:7]([OH:9])=O)(=O)C.N1C=CC=CC=1.S(Cl)(Cl)=O.Cl.C[O:33][C:34](=[O:37])[CH2:35][NH2:36].Cl.[OH-].[Na+]. (2) Given the product [F:1][C:2]([F:7])([F:6])[C:3]([O-:5])=[O:4].[C:3]([C:10]([NH:12][C@H:13]([C:23]1[NH2+:24][C:25]([C:28]2[CH:37]=[CH:36][C:35]3[C:30](=[CH:31][CH:32]=[CH:33][CH:34]=3)[CH:29]=2)=[CH:26][N:27]=1)[CH2:14][CH2:15][CH2:16][CH2:17][CH2:18][C:19](=[O:22])[CH2:20][CH3:21])=[O:11])([OH:4])=[O:40], predict the reactants needed to synthesize it. The reactants are: [F:1][C:2]([F:7])([F:6])[C:3]([O-:5])=[O:4].CO[C:10]([NH:12][C@H:13]([C:23]1[NH2+:24][C:25]([C:28]2[CH:37]=[CH:36][C:35]3[C:30](=[CH:31][CH:32]=[CH:33][CH:34]=3)[CH:29]=2)=[CH:26][N:27]=1)[CH2:14][CH2:15][CH2:16][CH2:17][CH2:18][C:19](=[O:22])[CH2:20][CH3:21])=[O:11].O[Li].[OH2:40].